This data is from Reaction yield outcomes from USPTO patents with 853,638 reactions. The task is: Predict the reaction yield, written as a fraction of the theoretical maximum amount of product (1.0 means a 100% yield; for example, 0.34 means a 34% yield). (1) The reactants are [CH3:1][C:2]1[CH:3]=[C:4]([CH:21]=[C:22]([CH3:33])[C:23]=1[N:24]1[CH:28]=[C:27]([C:29]([F:32])([F:31])[F:30])[CH:26]=[N:25]1)[O:5][CH:6]([C:10]1[CH:20]=[CH:19][C:13]([C:14]([O:16]CC)=[O:15])=[CH:12][CH:11]=1)[CH2:7][CH2:8][CH3:9].O.O1CCCC1.O.[OH-].[Li+]. The catalyst is CO. The product is [CH3:1][C:2]1[CH:3]=[C:4]([CH:21]=[C:22]([CH3:33])[C:23]=1[N:24]1[CH:28]=[C:27]([C:29]([F:30])([F:32])[F:31])[CH:26]=[N:25]1)[O:5][CH:6]([C:10]1[CH:11]=[CH:12][C:13]([C:14]([OH:16])=[O:15])=[CH:19][CH:20]=1)[CH2:7][CH2:8][CH3:9]. The yield is 0.950. (2) The reactants are [Br:1][C:2]1[CH:3]=[C:4]2[C:9](=[CH:10][CH:11]=1)[N:8]=[CH:7][C:6]([C:12]([CH:14]1[CH2:16][CH2:15]1)=[O:13])=[C:5]2Cl.[NH2:18][C@@H:19]1[CH2:24][CH2:23][C@H:22]([NH:25][C:26](=[O:32])[O:27][C:28]([CH3:31])([CH3:30])[CH3:29])[CH2:21][CH2:20]1. No catalyst specified. The product is [Br:1][C:2]1[CH:3]=[C:4]2[C:9](=[CH:10][CH:11]=1)[N:8]=[CH:7][C:6]([C:12]([CH:14]1[CH2:16][CH2:15]1)=[O:13])=[C:5]2[NH:18][C@@H:19]1[CH2:24][CH2:23][C@H:22]([NH:25][C:26](=[O:32])[O:27][C:28]([CH3:30])([CH3:29])[CH3:31])[CH2:21][CH2:20]1. The yield is 0.830. (3) The reactants are [C:1]([CH2:4][CH2:5][C:6]1[C:7]([CH3:26])=[C:8](C(O)=O)[NH:9][C:10]=1[CH:11]=[C:12]1[C:20]2[C:15](=[CH:16][C:17]([Cl:21])=[CH:18][CH:19]=2)[NH:14][C:13]1=[O:22])([OH:3])=[O:2].[OH-].[K+].O.Cl. The catalyst is C(O)CO. The product is [Cl:21][C:17]1[CH:16]=[C:15]2[C:20]([C:12](=[CH:11][C:10]3[NH:9][CH:8]=[C:7]([CH3:26])[C:6]=3[CH2:5][CH2:4][C:1]([OH:3])=[O:2])[C:13](=[O:22])[NH:14]2)=[CH:19][CH:18]=1. The yield is 0.210. (4) The reactants are [N-:1]=[N+]=[N-].[Na+].[Br:5][C:6]1[CH:14]=[C:13]2[C:9]([CH2:10][CH2:11][C:12]2=[O:15])=[CH:8][CH:7]=1.CS(O)(=O)=O. The catalyst is C(Cl)Cl. The product is [Br:5][C:6]1[CH:14]=[C:13]2[C:9]([CH2:10][CH2:11][NH:1][C:12]2=[O:15])=[CH:8][CH:7]=1. The yield is 0.610.